From a dataset of Full USPTO retrosynthesis dataset with 1.9M reactions from patents (1976-2016). Predict the reactants needed to synthesize the given product. (1) Given the product [CH3:11][O:12][CH2:1][C:3]1([CH2:8][CH2:9][OH:10])[O:4][CH2:5][CH2:6][O:7]1, predict the reactants needed to synthesize it. The reactants are: [CH2:1]([C:3]1([CH2:8][CH2:9][OH:10])[O:7][CH2:6][CH2:5][O:4]1)C.[CH3:11][O:12]CC(=O)CC(OC)=O. (2) Given the product [CH3:8][O:9][C:10]1[CH:15]=[CH:14][C:13]([O:16][CH3:17])=[C:12]2[C:11]=1[CH:4]([CH3:5])[CH:2]([CH3:3])[C:1]2=[O:6], predict the reactants needed to synthesize it. The reactants are: [C:1](Cl)(=[O:6])/[C:2](=[CH:4]/[CH3:5])/[CH3:3].[CH3:8][O:9][C:10]1[CH:15]=[CH:14][C:13]([O:16][CH3:17])=[CH:12][CH:11]=1.Cl.